Task: Predict the reactants needed to synthesize the given product.. Dataset: Full USPTO retrosynthesis dataset with 1.9M reactions from patents (1976-2016) (1) Given the product [Cl:1][C:2]1[CH:3]=[C:4]([C:5]2[O:7][N:16]=[C:17]([C:18]3[CH:26]=[CH:25][CH:24]=[C:23]4[C:19]=3[CH:20]=[N:21][N:22]4[CH2:27][C:28]([CH3:34])([CH3:35])[C:29]([O:31][CH2:32][CH3:33])=[O:30])[N:36]=2)[CH:8]=[CH:9][C:10]=1[O:11][CH:12]([CH3:14])[CH3:13], predict the reactants needed to synthesize it. The reactants are: [Cl:1][C:2]1[CH:3]=[C:4]([CH:8]=[CH:9][C:10]=1[O:11][CH:12]([CH3:14])[CH3:13])[C:5]([OH:7])=O.O[NH:16][C:17](=[NH:36])[C:18]1[CH:26]=[CH:25][CH:24]=[C:23]2[C:19]=1[CH:20]=[N:21][N:22]2[CH2:27][C:28]([CH3:35])([CH3:34])[C:29]([O:31][CH2:32][CH3:33])=[O:30].C(N(C(C)C)C(C)C)C.CN(C(ON1N=NC2C=CC=NC1=2)=[N+](C)C)C.F[P-](F)(F)(F)(F)F. (2) Given the product [F:69][C:66]([F:67])([F:68])[O:65][C:62]1[CH:63]=[CH:64][C:59]([C@@H:57]([N:53]2[CH2:52][CH2:51][C:50]3([CH2:49][CH2:48][C:47](=[O:46])[CH2:71][CH2:70]3)[O:55][C:54]2=[O:56])[CH3:58])=[CH:60][CH:61]=1, predict the reactants needed to synthesize it. The reactants are: CC1(C)COC2(CCC(CCN[C@H](C3C=CC(OC(F)(F)F)=CC=3)C)(O)CC2)OC1.ClC(Cl)(OC(=O)OC(Cl)(Cl)Cl)Cl.CC1(C)CO[C:47]2([CH2:71][CH2:70][C:50]3([O:55][C:54](=[O:56])[N:53]([C@H:57]([C:59]4[CH:64]=[CH:63][C:62]([O:65][C:66]([F:69])([F:68])[F:67])=[CH:61][CH:60]=4)[CH3:58])[CH2:52][CH2:51]3)[CH2:49][CH2:48]2)[O:46]C1. (3) The reactants are: C[O:2][C:3]1[C:8]([N:9]2[C:13](=[O:14])[C:12]3=[CH:15][CH:16]=[CH:17][CH:18]=[C:11]3[C:10]2=[O:19])=[CH:7][CH:6]=[C:5]([O:20]C)[N:4]=1.[BrH:22].CCOCC. Given the product [BrH:22].[O:19]=[C:10]1[C:11]2[C:12](=[CH:15][CH:16]=[CH:17][CH:18]=2)[C:13](=[O:14])[N:9]1[C:8]1[C:3]([OH:2])=[N:4][C:5]([OH:20])=[CH:6][CH:7]=1, predict the reactants needed to synthesize it. (4) Given the product [CH2:40]([O:47][C:38]([NH:35][C:8]12[CH2:7][CH2:6][C:5]([C:3]([O:2][CH3:1])=[O:4])([CH2:10][CH2:9]1)[CH2:12][CH2:11]2)=[O:23])[C:41]1[CH:46]=[CH:45][CH:44]=[CH:43][CH:42]=1, predict the reactants needed to synthesize it. The reactants are: [CH3:1][O:2][C:3]([C:5]12[CH2:12][CH2:11][C:8](C(O)=O)([CH2:9][CH2:10]1)[CH2:7][CH2:6]2)=[O:4].C1(P(N=[N+]=[N-])(C2C=CC=CC=2)=[O:23])C=CC=CC=1.CC[N:35]([CH2:38]C)CC.[CH2:40]([OH:47])[C:41]1[CH:46]=[CH:45][CH:44]=[CH:43][CH:42]=1. (5) Given the product [CH2:10]1[CH2:5][O:4][CH2:8][CH2:9]1.[O:4]1[CH2:5][CH2:10][CH2:9][CH2:8]1, predict the reactants needed to synthesize it. The reactants are: CCC[O:4][C:5]1[CH:10]=[CH:9][C:8]([N+]([O-])=O)=CC=1N.O.Cl.